From a dataset of Forward reaction prediction with 1.9M reactions from USPTO patents (1976-2016). Predict the product of the given reaction. (1) Given the reactants Br[C:2]1[S:3][C:4]([Br:8])=[CH:5][C:6]=1[Br:7].[Li]CCCC.[CH3:14][C:15]([CH3:17])=[O:16], predict the reaction product. The product is: [Br:7][C:6]1[CH:5]=[C:4]([Br:8])[S:3][C:2]=1[C:15]([OH:16])([CH3:17])[CH3:14]. (2) Given the reactants [CH2:1]=[CH:2][CH2:3][CH2:4][CH2:5][CH2:6][CH2:7][CH2:8][CH2:9][CH2:10]CC.[C:13]1(C)[CH:18]=[CH:17][CH:16]=[C:15]([CH:19]=[CH:20][CH2:21][CH3:22])[CH:14]=1.Cl[CH2:25]Cl, predict the reaction product. The product is: [C:14]1([CH3:25])[CH:13]=[CH:18][CH:17]=[CH:16][C:15]=1[CH2:19][CH2:20][CH:21]=[CH:22][CH2:10][CH2:9][CH2:8][CH2:7][CH2:6][CH2:5][CH2:4][CH2:3][CH2:2][CH3:1]. (3) Given the reactants [Cl:1][C:2]1[CH:7]=[CH:6][CH:5]=[CH:4][C:3]=1[C:8]1[N:9]([CH3:22])[C:10]([C:13]([NH:16][CH:17]2[CH2:21][CH2:20][CH2:19][CH2:18]2)([CH3:15])[CH3:14])=[N:11][N:12]=1.C=O.[C:25](O[BH-](OC(=O)C)OC(=O)C)(=O)C.[Na+], predict the reaction product. The product is: [ClH:1].[ClH:1].[Cl:1][C:2]1[CH:7]=[CH:6][CH:5]=[CH:4][C:3]=1[C:8]1[N:9]([CH3:22])[C:10]([C:13]([N:16]([CH3:25])[CH:17]2[CH2:21][CH2:20][CH2:19][CH2:18]2)([CH3:15])[CH3:14])=[N:11][N:12]=1. (4) Given the reactants [OH:1][C@@H:2]([C@H:4]1[C:24](=[O:25])[N:6]2[C@@H:7]([C:11]([O:13][CH2:14][C:15]3[CH:20]=[CH:19][C:18]([N+:21]([O-:23])=[O:22])=[CH:17][CH:16]=3)=[O:12])[C:8](=O)[CH2:9][C@H:5]12)[CH3:3].[N:26]1[CH:31]=[CH:30][CH:29]=[C:28]([C:32]([C:34]2[N:35]=[CH:36][N:37]3[CH:41]=[C:40]([Sn](CCCC)(CCCC)CCCC)[S:39][C:38]=23)=[O:33])[CH:27]=1, predict the reaction product. The product is: [OH:1][C@@H:2]([C@H:4]1[C:24](=[O:25])[N:6]2[C:7]([C:11]([O:13][CH2:14][C:15]3[CH:20]=[CH:19][C:18]([N+:21]([O-:23])=[O:22])=[CH:17][CH:16]=3)=[O:12])=[C:8]([C:40]3[S:39][C:38]4=[C:34]([C:32]([C:28]5[CH:27]=[N:26][CH:31]=[CH:30][CH:29]=5)=[O:33])[N:35]=[CH:36][N:37]4[CH:41]=3)[CH2:9][C@H:5]12)[CH3:3].